This data is from Catalyst prediction with 721,799 reactions and 888 catalyst types from USPTO. The task is: Predict which catalyst facilitates the given reaction. (1) Reactant: [C:1]1([CH2:7][CH2:8][CH2:9][CH2:10][C:11]2[S:12][CH:13]=[C:14]([CH2:16][C:17]([O:19]CC)=[O:18])[N:15]=2)[CH:6]=[CH:5][CH:4]=[CH:3][CH:2]=1.[OH-].[Na+].Cl. Product: [C:1]1([CH2:7][CH2:8][CH2:9][CH2:10][C:11]2[S:12][CH:13]=[C:14]([CH2:16][C:17]([OH:19])=[O:18])[N:15]=2)[CH:6]=[CH:5][CH:4]=[CH:3][CH:2]=1. The catalyst class is: 1. (2) Product: [Cl:1][C:2]1[CH:8]=[C:7]([N+:9]([O-:11])=[O:10])[CH:6]=[CH:5][C:3]=1[N:4]=[N:13][C:14]1[CH:19]=[CH:18][C:17]([N:35]([CH2:34][CH2:33][CH2:32][OH:31])[CH2:36][CH2:37][CH2:38][C:39]([O:41][CH2:42][CH3:43])=[O:40])=[CH:16][CH:15]=1. The catalyst class is: 211. Reactant: [Cl:1][C:2]1[CH:8]=[C:7]([N+:9]([O-:11])=[O:10])[CH:6]=[CH:5][C:3]=1[NH2:4].Cl[N:13]([N+]([O-])=O)[C:14]1[CH:19]=[CH:18][CH:17]=[CH:16][CH:15]=1.N([O-])=O.[Na+].NC(N)=O.[OH:31][CH2:32][CH2:33][CH2:34][N:35](C1C=CC=CC=1)[CH2:36][CH2:37][CH2:38][C:39]([O:41][CH2:42][CH3:43])=[O:40].C([O-])(=O)C.[Na+].